From a dataset of Reaction yield outcomes from USPTO patents with 853,638 reactions. Predict the reaction yield, written as a fraction of the theoretical maximum amount of product (1.0 means a 100% yield; for example, 0.34 means a 34% yield). (1) The catalyst is CN(C)C(=O)C. The yield is 0.310. The reactants are [Br:1][C:2]1[CH:3]=[C:4]([CH:8]=[C:9]([Br:12])[C:10]=1[OH:11])[C:5]([OH:7])=O.S(Cl)(Cl)=O.[NH:17]1[CH2:22][CH2:21][O:20][C:19]2[N:23]=[CH:24][CH:25]=[CH:26][C:18]1=2.O. The product is [Br:12][C:9]1[CH:8]=[C:4]([C:5]([N:17]2[CH2:22][CH2:21][O:20][C:19]3[N:23]=[CH:24][CH:25]=[CH:26][C:18]2=3)=[O:7])[CH:3]=[C:2]([Br:1])[C:10]=1[OH:11]. (2) The reactants are [Cl:1][C:2]1[C:3]2[CH2:12][CH2:11][CH2:10][C:4]=2[N:5]=[C:6]([S:8][CH3:9])[N:7]=1.C1C=C(Cl)C=C(C(OO)=[O:21])C=1.[OH2:24]. The catalyst is C(Cl)Cl. The product is [Cl:1][C:2]1[C:3]2[CH2:12][CH2:11][CH2:10][C:4]=2[N:5]=[C:6]([S:8]([CH3:9])(=[O:21])=[O:24])[N:7]=1. The yield is 0.750.